From a dataset of Catalyst prediction with 721,799 reactions and 888 catalyst types from USPTO. Predict which catalyst facilitates the given reaction. (1) Reactant: [Br:1][C:2]1[CH:3]=[CH:4][C:5]2[N:6]([CH:8]=[CH:9][N:10]=2)[CH:7]=1.[Br:11]Br. Product: [Br:11][C:8]1[N:6]2[CH:7]=[C:2]([Br:1])[CH:3]=[CH:4][C:5]2=[N:10][CH:9]=1. The catalyst class is: 15. (2) Reactant: C[O:2][C:3]([C:5]1([C:11]2[C:16]([CH3:17])=[CH:15][C:14]([Br:18])=[CH:13][N:12]=2)[CH2:10][CH2:9][O:8][CH2:7][CH2:6]1)=[O:4].[OH-].[Na+]. Product: [Br:18][C:14]1[CH:15]=[C:16]([CH3:17])[C:11]([C:5]2([C:3]([OH:4])=[O:2])[CH2:10][CH2:9][O:8][CH2:7][CH2:6]2)=[N:12][CH:13]=1. The catalyst class is: 83.